From a dataset of Drug-target binding data from BindingDB using IC50 measurements. Regression. Given a target protein amino acid sequence and a drug SMILES string, predict the binding affinity score between them. We predict pIC50 (pIC50 = -log10(IC50 in M); higher means more potent). Dataset: bindingdb_ic50. The small molecule is Cc1cn(CCCn2c(=S)[nH]c3sc4c(c3c2=O)CCC(C)C4)cn1. The target protein (Q16769) has sequence MAGGRHRRVVGTLHLLLLVAALPWASRGVSPSASAWPEEKNYHQPAILNSSALRQIAEGTSISEMWQNDLQPLLIERYPGSPGSYAARQHIMQRIQRLQADWVLEIDTFLSQTPYGYRSFSNIISTLNPTAKRHLVLACHYDSKYFSHWNNRVFVGATDSAVPCAMMLELARALDKKLLSLKTVSDSKPDLSLQLIFFDGEEAFLHWSPQDSLYGSRHLAAKMASTPHPPGARGTSQLHGMDLLVLLDLIGAPNPTFPNFFPNSARWFERLQAIEHELHELGLLKDHSLEGRYFQNYSYGGVIQDDHIPFLRRGVPVLHLIPSPFPEVWHTMDDNEENLDESTIDNLNKILQVFVLEYLHL. The pIC50 is 5.6.